This data is from Forward reaction prediction with 1.9M reactions from USPTO patents (1976-2016). The task is: Predict the product of the given reaction. Given the reactants [Cl:1][C:2]1[CH:3]=[C:4]([C:8]#[C:9][C:10]2[CH:14]3[CH2:15][CH2:16][N:17]([C:18](Cl)=[O:19])[CH:13]3[O:12][N:11]=2)[CH:5]=[CH:6][CH:7]=1.C(N(CC)CC)C.[CH3:28][O:29][CH2:30][CH2:31][NH:32][CH3:33].O, predict the reaction product. The product is: [Cl:1][C:2]1[CH:3]=[C:4]([C:8]#[C:9][C:10]2[CH:14]3[CH2:15][CH2:16][N:17]([C:18]([N:32]([CH2:31][CH2:30][O:29][CH3:28])[CH3:33])=[O:19])[CH:13]3[O:12][N:11]=2)[CH:5]=[CH:6][CH:7]=1.